Predict the reaction yield, written as a fraction of the theoretical maximum amount of product (1.0 means a 100% yield; for example, 0.34 means a 34% yield). From a dataset of Reaction yield outcomes from USPTO patents with 853,638 reactions. The reactants are [Br:1][C:2]1[CH:7]=[CH:6][CH:5]=[CH:4][C:3]=1[S:8]([N:11]1[CH2:16][CH2:15][CH2:14][CH:13]([NH:17]C(=O)OC(C)(C)C)[CH2:12]1)(=[O:10])=[O:9].[ClH:25].CCOCC. The catalyst is C(Cl)Cl. The product is [ClH:25].[Br:1][C:2]1[CH:7]=[CH:6][CH:5]=[CH:4][C:3]=1[S:8]([N:11]1[CH2:16][CH2:15][CH2:14][CH:13]([NH2:17])[CH2:12]1)(=[O:10])=[O:9]. The yield is 1.00.